This data is from Full USPTO retrosynthesis dataset with 1.9M reactions from patents (1976-2016). The task is: Predict the reactants needed to synthesize the given product. (1) Given the product [CH3:3][C@@H:4]1[C:39]([CH3:40])([CH3:41])[O:38][C@@:6]2([O:10][C@H:9]3[CH2:11][C@H:12]4[C@@H:17]5[CH2:18][CH2:19][C@H:20]6[CH2:25][C@H:24]([O:26][C:27]([CH3:29])=[O:28])[CH2:23][CH2:22][C@:21]6([CH3:30])[C@H:16]5[C@@H:15]([OH:31])[CH2:14][C@:13]4([CH3:35])[C@H:8]3[C@:7]2([OH:37])[CH3:36])[CH2:5]1, predict the reactants needed to synthesize it. The reactants are: [K+].[Br-].[CH3:3][C@@H:4]1[C:39]([CH3:41])([CH3:40])[O:38][C@:6]2([O:10][C@H:9]3[CH2:11][C@H:12]4[C@@H:17]5[CH2:18][CH2:19][C@H:20]6[CH2:25][C@H:24]([O:26][C:27]([CH3:29])=[O:28])[CH2:23][CH2:22][C@:21]6([CH3:30])[C@H:16]5[C@@H:15]([O:31]C(C)=O)[CH2:14][C@:13]4([CH3:35])[C@H:8]3[C@:7]2([OH:37])[CH3:36])[CH2:5]1. (2) Given the product [CH2:40]([CH:39]([O:26][C:25](=[O:27])[C@@H:24]([NH:23][C:21]([C:17]1[C:16]([CH3:37])=[N:15][C:14]([NH:13][CH2:12][CH2:11][CH2:10][C:5]2[CH:6]=[CH:7][CH:8]=[C:9]3[C:4]=2[CH:3]=[N:2][NH:1]3)=[N:19][C:18]=1[CH3:20])=[O:22])[CH2:28][NH:29][C:30]([C:32]1[S:33][CH:34]=[CH:35][CH:36]=1)=[O:31])[CH2:42][CH3:43])[CH3:41], predict the reactants needed to synthesize it. The reactants are: [NH:1]1[C:9]2[C:4](=[C:5]([CH2:10][CH2:11][CH2:12][NH:13][C:14]3[N:19]=[C:18]([CH3:20])[C:17]([C:21]([NH:23][C@@H:24]([CH2:28][NH:29][C:30]([C:32]4[S:33][CH:34]=[CH:35][CH:36]=4)=[O:31])[C:25]([OH:27])=[O:26])=[O:22])=[C:16]([CH3:37])[N:15]=3)[CH:6]=[CH:7][CH:8]=2)[CH:3]=[N:2]1.Br[CH:39]([CH2:42][CH3:43])[CH2:40][CH3:41].C(=O)([O-])[O-].[K+].[K+]. (3) Given the product [CH:10]12[O:15][CH:13]([CH:12]([NH:16][C:17](=[O:23])[O:18][C:19]([CH3:20])([CH3:22])[CH3:21])[CH2:11]1)[CH2:14][NH:8][CH2:9]2, predict the reactants needed to synthesize it. The reactants are: C1(C[N:8]2[CH2:14][CH:13]3[O:15][CH:10]([CH2:11][CH:12]3[NH:16][C:17](=[O:23])[O:18][C:19]([CH3:22])([CH3:21])[CH3:20])[CH2:9]2)C=CC=CC=1. (4) The reactants are: [Cl:1][C:2]1[N:3]=[C:4]2[C:9](=[CH:10][CH:11]=1)[N:8]=[CH:7][C:6]([S:12]([CH3:15])(=[O:14])=[O:13])=[C:5]2[NH:16][C:17]1[CH:22]=[CH:21][C:20]([CH2:23][N:24]([CH3:26])[CH3:25])=[CH:19][CH:18]=1.[Cl:27][C:28]1[CH:33]=[C:32](B2OC(C)(C)C(C)(C)O2)[CH:31]=[C:30]([Cl:43])[C:29]=1[OH:44].C1(N)C(F)=C(F)C(F)=C(N)C=1F.Cl.Cl. Given the product [ClH:1].[ClH:27].[Cl:27][C:28]1[CH:33]=[C:32]([C:2]2[CH:11]=[CH:10][C:9]3[C:4](=[C:5]([NH:16][C:17]4[CH:22]=[CH:21][C:20]([CH2:23][N:24]([CH3:26])[CH3:25])=[CH:19][CH:18]=4)[C:6]([S:12]([CH3:15])(=[O:14])=[O:13])=[CH:7][N:8]=3)[N:3]=2)[CH:31]=[C:30]([Cl:43])[C:29]=1[OH:44], predict the reactants needed to synthesize it.